Task: Predict the reactants needed to synthesize the given product.. Dataset: Full USPTO retrosynthesis dataset with 1.9M reactions from patents (1976-2016) Given the product [CH:1]1([CH2:4][O:5][C:6]2[C:7]([O:24][CH2:32][C:33]3([CH2:37][O:38][CH3:39])[CH2:36][O:35][CH2:34]3)=[C:8]([C:14]3[CH:15]=[C:16]4[C:20](=[CH:21][CH:22]=3)[C:19](=[O:23])[O:18][CH2:17]4)[CH:9]=[CH:10][C:11]=2[O:12][CH3:13])[CH2:3][CH2:2]1, predict the reactants needed to synthesize it. The reactants are: [CH:1]1([CH2:4][O:5][C:6]2[C:7]([OH:24])=[C:8]([C:14]3[CH:15]=[C:16]4[C:20](=[CH:21][CH:22]=3)[C:19](=[O:23])[O:18][CH2:17]4)[CH:9]=[CH:10][C:11]=2[O:12][CH3:13])[CH2:3][CH2:2]1.C(=O)([O-])[O-].[K+].[K+].Br[CH2:32][C:33]1([CH2:37][O:38][CH3:39])[CH2:36][O:35][CH2:34]1.